Dataset: Forward reaction prediction with 1.9M reactions from USPTO patents (1976-2016). Task: Predict the product of the given reaction. (1) Given the reactants C[O:2][C:3]1[CH:12]=[CH:11][C:10]2[C:5](=[CH:6][CH:7]=[C:8]([O:13][CH3:14])[CH:9]=2)[CH:4]=1.[N:15]1([CH2:21][CH2:22][O:23][C:24]2[CH:32]=[CH:31][C:27]([C:28](Cl)=[O:29])=[CH:26][CH:25]=2)[CH2:20][CH2:19][CH2:18][CH2:17][CH2:16]1.[Cl-].[Al+3].[Cl-].[Cl-], predict the reaction product. The product is: [CH3:14][O:13][C:8]1[CH:9]=[C:10]2[C:5](=[CH:6][CH:7]=1)[C:4]([C:28](=[O:29])[C:27]1[CH:26]=[CH:25][C:24]([O:23][CH2:22][CH2:21][N:15]3[CH2:20][CH2:19][CH2:18][CH2:17][CH2:16]3)=[CH:32][CH:31]=1)=[C:3]([OH:2])[CH:12]=[CH:11]2. (2) Given the reactants [NH2:1][C:2]1[CH:3]=[C:4]([CH:8]=[CH:9][C:10]=1[Cl:11])[C:5]([OH:7])=[O:6].O=S(Cl)Cl.[CH3:16]O, predict the reaction product. The product is: [CH3:16][O:6][C:5](=[O:7])[C:4]1[CH:8]=[CH:9][C:10]([Cl:11])=[C:2]([NH2:1])[CH:3]=1.